This data is from Forward reaction prediction with 1.9M reactions from USPTO patents (1976-2016). The task is: Predict the product of the given reaction. (1) The product is: [NH2:1][CH2:4][C@@H:5]1[CH2:9][C@@H:8]([O:10][C:11]2[CH:16]=[N:15][C:14]([CH:17]3[CH2:18][CH2:19]3)=[CH:13][N:12]=2)[CH2:7][N:6]1[C:20]([O:22][C:23]([CH3:26])([CH3:25])[CH3:24])=[O:21]. Given the reactants [N:1]([CH2:4][C@@H:5]1[CH2:9][C@@H:8]([O:10][C:11]2[CH:16]=[N:15][C:14]([CH:17]3[CH2:19][CH2:18]3)=[CH:13][N:12]=2)[CH2:7][N:6]1[C:20]([O:22][C:23]([CH3:26])([CH3:25])[CH3:24])=[O:21])=[N+]=[N-], predict the reaction product. (2) Given the reactants [C-:1]#[N:2].[K+].[O:4]1[CH2:9][CH2:8][C:7](=O)[CH2:6][CH2:5]1.[C:11](=[O:14])([O-])[O-].[NH4+:15].[NH4+].[OH2:17], predict the reaction product. The product is: [NH:15]1[C:7]2([CH2:8][CH2:9][O:4][CH2:5][CH2:6]2)[C:1](=[O:17])[NH:2][C:11]1=[O:14]. (3) Given the reactants [C:1]1([CH:7]=[CH:8][C:9]([C:11]2[CH:16]=[CH:15][CH:14]=[CH:13][CH:12]=2)=O)C=CC=CC=1.Cl.BrC1C=C(C=CC=1)[C:22]([NH2:24])=[NH:23].[OH-].[Na+].Cl[C:31]1C(=O)C(C#N)=C(C#N)C(=O)C=1Cl, predict the reaction product. The product is: [N:23]1[C:1]2[C:7](=[CH:8][CH:9]=[C:11]3[CH:12]=[CH:13][CH:14]=[CH:15][C:16]3=2)[CH:31]=[N:24][CH:22]=1. (4) Given the reactants [Cl:1][C:2]1[C:10]2[N:9]=[C:8]3[N:11]([C:15]4[CH:20]=[CH:19][C:18]([Cl:21])=[CH:17][C:16]=4[Cl:22])[CH2:12][CH2:13][CH2:14][N:7]3[C:6]=2[C:5]([CH:23]([CH2:30][CH3:31])[CH:24]([OH:29])[C:25]([F:28])([F:27])[F:26])=[CH:4][CH:3]=1.CC(OI1(OC(C)=O)(OC(C)=O)OC(=O)C2C=CC=CC1=2)=O, predict the reaction product. The product is: [Cl:1][C:2]1[C:10]2[N:9]=[C:8]3[N:11]([C:15]4[CH:20]=[CH:19][C:18]([Cl:21])=[CH:17][C:16]=4[Cl:22])[CH2:12][CH2:13][CH2:14][N:7]3[C:6]=2[C:5]([CH:23]([CH2:30][CH3:31])[C:24](=[O:29])[C:25]([F:26])([F:27])[F:28])=[CH:4][CH:3]=1.